Predict the reaction yield, written as a fraction of the theoretical maximum amount of product (1.0 means a 100% yield; for example, 0.34 means a 34% yield). From a dataset of Reaction yield outcomes from USPTO patents with 853,638 reactions. (1) The reactants are [OH:1][CH2:2][CH2:3][O:4][CH2:5][CH2:6][NH:7][C:8]([C:10]1[CH:11]=[C:12]([CH:16]=[CH:17][CH:18]=1)[C:13]([OH:15])=O)=[O:9].CN(C(ON1N=NC2C=CC=NC1=2)=[N+](C)C)C.F[P-](F)(F)(F)(F)F.C(N(CC)C(C)C)(C)C.[NH2:52][C:53]1[CH:75]=[CH:74][C:73]([N:76]2[CH2:81][CH2:80][CH2:79][CH2:78][CH2:77]2)=[CH:72][C:54]=1[C:55]([NH:57][C:58]1[CH:63]=[N:62][C:61]([C:64]2[CH:69]=[CH:68][C:67]([CH3:70])=[C:66]([CH3:71])[CH:65]=2)=[CH:60][N:59]=1)=[O:56]. The catalyst is CN(C)C=O. The product is [CH3:71][C:66]1[CH:65]=[C:64]([C:61]2[N:62]=[CH:63][C:58]([NH:57][C:55]([C:54]3[CH:72]=[C:73]([N:76]4[CH2:81][CH2:80][CH2:79][CH2:78][CH2:77]4)[CH:74]=[CH:75][C:53]=3[NH:52][C:13](=[O:15])[C:12]3[CH:16]=[CH:17][CH:18]=[C:10]([C:8]([NH:7][CH2:6][CH2:5][O:4][CH2:3][CH2:2][OH:1])=[O:9])[CH:11]=3)=[O:56])=[N:59][CH:60]=2)[CH:69]=[CH:68][C:67]=1[CH3:70]. The yield is 0.280. (2) The reactants are [ClH:1].O1CCOCC1.[NH2:8][N:9]1[O:21][C:20]2[C:19]3[CH2:18][CH2:17][N:16](C(OC(C)(C)C)=O)[CH2:15][C:14]=3[S:13][C:12]=2[N:11]=[C:10]1[S:29][CH2:30][CH2:31][CH2:32][N:33]1[CH2:38][CH2:37][N:36]([C:39]2[CH:48]=[CH:47][C:46]3[C:41](=[CH:42][CH:43]=[CH:44][CH:45]=3)[N:40]=2)[CH2:35][CH2:34]1. No catalyst specified. The product is [ClH:1].[ClH:1].[ClH:1].[NH2:8][N:9]1[O:21][C:20]2[C:19]3[CH2:18][CH2:17][NH:16][CH2:15][C:14]=3[S:13][C:12]=2[N:11]=[C:10]1[S:29][CH2:30][CH2:31][CH2:32][N:33]1[CH2:38][CH2:37][N:36]([C:39]2[CH:48]=[CH:47][C:46]3[C:41](=[CH:42][CH:43]=[CH:44][CH:45]=3)[N:40]=2)[CH2:35][CH2:34]1. The yield is 1.00. (3) The reactants are [OH:1][C:2]12[C:13]3[C:8](=[C:9]([N+:14]([O-])=O)[CH:10]=[CH:11][CH:12]=3)[C:7](=[O:17])[C:6]1([NH:18][C:19]([C:21]1[C:22]3[N:23]([N:27]=[N:28][N:29]=3)[CH:24]=[CH:25][CH:26]=1)=[O:20])[C:5]1[CH:30]=[CH:31][C:32]([CH:34]([CH3:36])[CH3:35])=[CH:33][C:4]=1[O:3]2.C(O)C. The catalyst is Cl.[Fe].O. The product is [NH2:14][C:9]1[CH:10]=[CH:11][CH:12]=[C:13]2[C:8]=1[C:7](=[O:17])[C:6]1([NH:18][C:19]([C:21]3[C:22]4[N:23]([N:27]=[N:28][N:29]=4)[CH:24]=[CH:25][CH:26]=3)=[O:20])[C:5]3[CH:30]=[CH:31][C:32]([CH:34]([CH3:36])[CH3:35])=[CH:33][C:4]=3[O:3][C:2]12[OH:1]. The yield is 0.760. (4) The reactants are [CH:1]1([NH:4][C:5](=[O:32])[C:6]2[CH:11]=[CH:10][C:9]([CH3:12])=[C:8]([N:13]3[CH:21]=[N:20][C:19]4[C:14]3=[N:15][CH:16]=[N:17][C:18]=4[C:22]3[CH:27]=[CH:26][C:25]([C:28]([NH:30][NH2:31])=[O:29])=[CH:24][CH:23]=3)[CH:7]=2)[CH2:3][CH2:2]1.[CH2:33](Cl)Cl. The catalyst is C(OC)(OC)OC.C(O)(=O)C. The product is [CH:1]1([NH:4][C:5](=[O:32])[C:6]2[CH:11]=[CH:10][C:9]([CH3:12])=[C:8]([N:13]3[CH:21]=[N:20][C:19]4[C:14]3=[N:15][CH:16]=[N:17][C:18]=4[C:22]3[CH:27]=[CH:26][C:25]([C:28]4[O:29][CH:33]=[N:31][N:30]=4)=[CH:24][CH:23]=3)[CH:7]=2)[CH2:3][CH2:2]1. The yield is 0.730. (5) The reactants are Cl.O1CCOCC1.[CH3:8][N:9]1[C:13]2=[N:14][CH:15]=[C:16]([N+:19]([O-:21])=[O:20])[C:17]([CH3:18])=[C:12]2[C:11]([C:22]2[CH2:23][C:24]([CH3:36])([CH3:35])[N:25](C(OC(C)(C)C)=O)[CH2:26][CH:27]=2)=[CH:10]1. The catalyst is O1CCOCC1. The product is [CH3:35][C:24]1([CH3:36])[CH2:23][C:22]([C:11]2[C:12]3[C:13](=[N:14][CH:15]=[C:16]([N+:19]([O-:21])=[O:20])[C:17]=3[CH3:18])[N:9]([CH3:8])[CH:10]=2)=[CH:27][CH2:26][NH:25]1. The yield is 0.998. (6) The reactants are CS(C)=O.C(Cl)(=O)C(Cl)=O.[OH:11][CH2:12][C@@H:13]1[CH2:17][C:16](/[CH:18]=[CH:19]/[CH3:20])=[CH:15][N:14]1[C:21]([C:23]1[CH:28]=[C:27]([O:29][CH3:30])[C:26]([O:31][Si:32]([CH:39]([CH3:41])[CH3:40])([CH:36]([CH3:38])[CH3:37])[CH:33]([CH3:35])[CH3:34])=[CH:25][C:24]=1[NH:42][C:43](=[O:48])[O:44][CH2:45][CH:46]=[CH2:47])=[O:22].C(N(CC)CC)C. The catalyst is C(Cl)Cl. The product is [OH:11][C@@H:12]1[N:42]([C:43]([O:44][CH2:45][CH:46]=[CH2:47])=[O:48])[C:24]2[CH:25]=[C:26]([O:31][Si:32]([CH:39]([CH3:40])[CH3:41])([CH:33]([CH3:34])[CH3:35])[CH:36]([CH3:38])[CH3:37])[C:27]([O:29][CH3:30])=[CH:28][C:23]=2[C:21](=[O:22])[N:14]2[CH:15]=[C:16](/[CH:18]=[CH:19]/[CH3:20])[CH2:17][C@@H:13]12. The yield is 1.00. (7) The reactants are [CH:1]1([CH2:4][N:5]2[CH2:25][CH2:24][C@:12]34[C:13]5[C:14]6[O:23][C@H:11]3[C:10](=[O:26])[CH2:9][CH2:8][C@@:7]4([OH:27])[C@H:6]2[CH2:19][C:18]=5[CH:17]=[CH:16][C:15]=6[C:20]([NH2:22])=[O:21])[CH2:3][CH2:2]1.[Cl-].[NH4+]. The catalyst is C(O)C.[Zn]. The product is [CH:1]1([CH2:4][N:5]2[CH2:25][CH2:24][C@@:12]34[C:13]5[C:14]([OH:23])=[C:15]([C:20]([NH2:22])=[O:21])[CH:16]=[CH:17][C:18]=5[CH2:19][C@@H:6]2[C@:7]3([OH:27])[CH2:8][CH2:9][C:10](=[O:26])[CH2:11]4)[CH2:3][CH2:2]1. The yield is 0.480.